Dataset: Catalyst prediction with 721,799 reactions and 888 catalyst types from USPTO. Task: Predict which catalyst facilitates the given reaction. (1) Reactant: [N+:1]([C:4]([CH3:15])([CH3:14])[CH2:5][NH:6][CH2:7][C:8]([N+:11]([O-])=O)([CH3:10])[CH3:9])([O-])=O.[H][H]. Product: [NH2:11][C:8]([CH3:10])([CH3:9])[CH2:7][NH:6][CH2:5][C:4]([NH2:1])([CH3:14])[CH3:15]. The catalyst class is: 470. (2) Product: [NH2:24][C:21]1[CH:22]=[CH:23][C:18]([O:17][C:16]2[CH:15]=[CH:14][N:13]=[C:12]3[N:8]([CH2:7][C:6]4[CH:27]=[CH:28][C:3]([O:2][CH3:1])=[CH:4][CH:5]=4)[N:9]=[C:10]([C:37]4[CH2:42][CH2:41][N:40]([C:43]([O:45][C:46]([CH3:49])([CH3:48])[CH3:47])=[O:44])[CH2:39][CH:38]=4)[C:11]=23)=[C:19]([F:25])[CH:20]=1. The catalyst class is: 276. Reactant: [CH3:1][O:2][C:3]1[CH:28]=[CH:27][C:6]([CH2:7][N:8]2[C:12]3=[N:13][CH:14]=[CH:15][C:16]([O:17][C:18]4[CH:23]=[CH:22][C:21]([NH2:24])=[CH:20][C:19]=4[F:25])=[C:11]3[C:10](I)=[N:9]2)=[CH:5][CH:4]=1.CC1(C)C(C)(C)OB([C:37]2[CH2:42][CH2:41][N:40]([C:43]([O:45][C:46]([CH3:49])([CH3:48])[CH3:47])=[O:44])[CH2:39][CH:38]=2)O1.C([O-])([O-])=O.[Na+].[Na+]. (3) Reactant: [NH2:1][C:2]1[C:7]([C:8]#[N:9])=[CH:6][N:5]=[C:4]([NH:10][C@H:11]2[CH2:16][CH2:15][C@H:14]([NH:17]C(=O)OC(C)(C)C)[CH2:13][CH2:12]2)[N:3]=1.[OH-:25].[Na+]. Product: [NH2:1][C:2]1[C:7]([C:8]([NH2:9])=[O:25])=[CH:6][N:5]=[C:4]([NH:10][C@H:11]2[CH2:16][CH2:15][C@H:14]([NH2:17])[CH2:13][CH2:12]2)[N:3]=1. The catalyst class is: 65. (4) Reactant: FC(F)(F)C(O)=O.C([O:12][C:13](=[O:28])[CH:14]([C:20]1[CH:25]=[CH:24][C:23]([CH2:26][Br:27])=[CH:22][CH:21]=1)[CH:15]1[CH2:19][CH2:18][CH2:17][CH2:16]1)(C)(C)C.C(=O)(O)[O-].[Na+]. The catalyst class is: 4. Product: [Br:27][CH2:26][C:23]1[CH:24]=[CH:25][C:20]([CH:14]([CH:15]2[CH2:19][CH2:18][CH2:17][CH2:16]2)[C:13]([OH:28])=[O:12])=[CH:21][CH:22]=1. (5) Reactant: [C:1]([O:11][C:12]([CH3:15])([CH3:14])[CH3:13])(=[O:10])[CH2:2][C:3]([O:5][C:6]([CH3:9])([CH3:8])[CH3:7])=[O:4].[H-].[Na+].FC(F)(F)S(O[C:24]1[CH:29]=[CH:28][C:27]([CH2:30][O:31][CH3:32])=[CH:26][C:25]=1[N+:33]([O-:35])=[O:34])(=O)=O. Product: [CH3:32][O:31][CH2:30][C:27]1[CH:28]=[CH:29][C:24]([CH:2]([C:3]([O:5][C:6]([CH3:7])([CH3:8])[CH3:9])=[O:4])[C:1]([O:11][C:12]([CH3:15])([CH3:14])[CH3:13])=[O:10])=[C:25]([N+:33]([O-:35])=[O:34])[CH:26]=1. The catalyst class is: 3.